This data is from Forward reaction prediction with 1.9M reactions from USPTO patents (1976-2016). The task is: Predict the product of the given reaction. (1) The product is: [C:1]([O:5][C:6](=[O:26])[C:7]([NH:18][C:19]([O:21][C:22]([CH3:25])([CH3:24])[CH3:23])=[O:20])([CH3:17])[CH2:8][OH:9])([CH3:4])([CH3:2])[CH3:3]. Given the reactants [C:1]([O:5][C:6](=[O:26])[C:7]([NH:18][C:19]([O:21][C:22]([CH3:25])([CH3:24])[CH3:23])=[O:20])([CH3:17])[CH2:8][O:9]CC1C=CC=CC=1)([CH3:4])([CH3:3])[CH3:2], predict the reaction product. (2) Given the reactants [CH2:1]([N:8]1[C:12](=[O:13])[N:11]([C:14]2[CH:15]=[N:16][N:17]([CH2:19][C:20]3[C:21]([CH3:26])=[N:22][O:23][C:24]=3[CH3:25])[CH:18]=2)[C:10](=[O:27])[NH:9]1)[C:2]1[CH:7]=[CH:6][CH:5]=[CH:4][CH:3]=1.[CH3:28][O:29][CH2:30][CH2:31]Br, predict the reaction product. The product is: [CH2:1]([N:8]1[C:12](=[O:13])[N:11]([C:14]2[CH:15]=[N:16][N:17]([CH2:19][C:20]3[C:21]([CH3:26])=[N:22][O:23][C:24]=3[CH3:25])[CH:18]=2)[C:10](=[O:27])[N:9]1[CH2:31][CH2:30][O:29][CH3:28])[C:2]1[CH:3]=[CH:4][CH:5]=[CH:6][CH:7]=1. (3) Given the reactants FC(F)(F)C(O)=O.FC(F)(F)C(O)=O.[Cl:15][C:16]1[CH:17]=[C:18]([CH2:41]O)[CH:19]=[C:20]([Cl:40])[C:21]=1[C:22]1[NH:23][C:24]2[C:30]3[CH:31]=[CH:32][N:33]=[CH:34][C:29]=3[NH:28][C:27]3[N:35]=[CH:36][CH:37]=[CH:38][C:26]=3[C:25]=2[N:39]=1.C(N(CC)CC)C.S(Cl)([Cl:52])=O, predict the reaction product. The product is: [Cl:15][C:16]1[CH:17]=[C:18]([CH2:41][Cl:52])[CH:19]=[C:20]([Cl:40])[C:21]=1[C:22]1[NH:23][C:24]2[C:30]3[CH:31]=[CH:32][N:33]=[CH:34][C:29]=3[NH:28][C:27]3[N:35]=[CH:36][CH:37]=[CH:38][C:26]=3[C:25]=2[N:39]=1. (4) Given the reactants [F:1][C:2]1[C:3]([CH2:22][N:23](C)[C:24](=O)OC(C)(C)C)=[CH:4][N:5]([S:14]([N:17]2[CH2:21][CH2:20][CH2:19][CH2:18]2)(=[O:16])=[O:15])[C:6]=1[C:7]1[C:8]([F:13])=[N:9][CH:10]=[CH:11][CH:12]=1.C(OCC)(=O)C.[ClH:38], predict the reaction product. The product is: [ClH:38].[F:1][C:2]1[C:3]([CH2:22][NH:23][CH3:24])=[CH:4][N:5]([S:14]([N:17]2[CH2:18][CH2:19][CH2:20][CH2:21]2)(=[O:16])=[O:15])[C:6]=1[C:7]1[C:8]([F:13])=[N:9][CH:10]=[CH:11][CH:12]=1. (5) Given the reactants [NH2:1][C:2]1[CH:3]=[C:4]([C:8]2[S:12][C:11]([CH:13]3[CH2:22][C:21]4[C:16](=C[CH:18]=[CH:19][CH:20]=4)[C:15](=O)[N:14]3[CH3:24])=[CH:10][CH:9]=2)[CH:5]=[N:6][CH:7]=1.[F:25][C:26]1[CH:31]=[C:30]([F:32])[CH:29]=[CH:28][C:27]=1[S:33](Cl)(=[O:35])=[O:34].[CH3:37][OH:38].C(Cl)Cl, predict the reaction product. The product is: [F:25][C:26]1[CH:31]=[C:30]([F:32])[CH:29]=[CH:28][C:27]=1[S:33]([NH:1][C:2]1[CH:7]=[N:6][CH:5]=[C:4]([C:8]2[S:12][C:11]([C:13]3[CH:22]=[C:21]4[C:20](=[CH:19][CH:18]=3)[C:37](=[O:38])[N:14]([CH3:24])[CH2:15][CH2:16]4)=[CH:10][CH:9]=2)[CH:3]=1)(=[O:35])=[O:34].